Dataset: Peptide-MHC class I binding affinity with 185,985 pairs from IEDB/IMGT. Task: Regression. Given a peptide amino acid sequence and an MHC pseudo amino acid sequence, predict their binding affinity value. This is MHC class I binding data. (1) The peptide sequence is IAMESIVIW. The MHC is HLA-A30:02 with pseudo-sequence HLA-A30:02. The binding affinity (normalized) is 0. (2) The peptide sequence is YFPDWQNYT. The MHC is HLA-B46:01 with pseudo-sequence HLA-B46:01. The binding affinity (normalized) is 0.0101. (3) The peptide sequence is YVPTEFWGF. The MHC is HLA-A02:03 with pseudo-sequence HLA-A02:03. The binding affinity (normalized) is 0.560.